This data is from PAMPA (Parallel Artificial Membrane Permeability Assay) permeability data from NCATS. The task is: Regression/Classification. Given a drug SMILES string, predict its absorption, distribution, metabolism, or excretion properties. Task type varies by dataset: regression for continuous measurements (e.g., permeability, clearance, half-life) or binary classification for categorical outcomes (e.g., BBB penetration, CYP inhibition). Dataset: pampa_ncats. (1) The molecule is C[C@H]1CC[C@@H](CN1C2=NC(=NC(=C2)C3=CC4=C(C=C3)C(=NN4)N)NC)C(=O)NC5CCCCC5. The result is 1 (high permeability). (2) The molecule is CCOC1=CC=C(C=C1)NC(=O)C2=NC(=NC=C2Cl)S(=O)(=O)CC3=CC=CC=C3F. The result is 1 (high permeability). (3) The drug is C1CN(CCN1C2=CC=C(C=C2)NC(=O)C3=CC(=CN=C3)Br)C(=O)C4=CC=CC=C4F. The result is 1 (high permeability). (4) The drug is C1=CC=C2C(=C1)C(=NC(=N2)C3=CC=CC=C3Br)NCC4=CC=C(C=C4)C5=CN=CC=C5. The result is 1 (high permeability). (5) The drug is CC1=CC=C(C=C1)N2C(=C3C(=NN=C(C3=N2)N4CCCC(C4)C(=O)NCC5=CC=CC=C5C)C)C. The result is 1 (high permeability). (6) The result is 0 (low-to-moderate permeability). The compound is CC1=CC=C(C=C1)S(=O)(=O)NC2=CC(=C(C=C2C(=O)NC3=NC(=CS3)C4=CC=CC=C4)Cl)Cl. (7) The compound is C1CC2=C(C(N=C(N2)NC3=NC4=C(O3)C=CC=C4Br)C5=C(C=NN5)Cl)C(=O)C1. The result is 1 (high permeability).